Predict the reactants needed to synthesize the given product. From a dataset of Full USPTO retrosynthesis dataset with 1.9M reactions from patents (1976-2016). (1) Given the product [Br:10][C:8]1[C:7]([Cl:11])=[CH:6][C:5]([F:12])=[C:4]([CH:9]=1)[C:3]([OH:13])=[O:2], predict the reactants needed to synthesize it. The reactants are: C[O:2][C:3](=[O:13])[C:4]1[CH:9]=[C:8]([Br:10])[C:7]([Cl:11])=[CH:6][C:5]=1[F:12].Cl. (2) Given the product [Br:1][CH2:2][C:3](=[O:32])[NH:4][CH2:5][CH2:6][O:7][CH2:8][CH2:9][O:10][CH2:11][CH2:12][O:13][CH2:14][CH2:15][O:16][CH2:17][CH2:18][O:19][CH2:20][CH2:21][O:22][CH2:23][CH2:24][C:25]([OH:27])=[O:26], predict the reactants needed to synthesize it. The reactants are: [Br:1][CH2:2][C:3](=[O:32])[NH:4][CH2:5][CH2:6][O:7][CH2:8][CH2:9][O:10][CH2:11][CH2:12][O:13][CH2:14][CH2:15][O:16][CH2:17][CH2:18][O:19][CH2:20][CH2:21][O:22][CH2:23][CH2:24][C:25]([O:27]C(C)(C)C)=[O:26].FC(F)(F)C(O)=O.